From a dataset of Forward reaction prediction with 1.9M reactions from USPTO patents (1976-2016). Predict the product of the given reaction. (1) The product is: [CH3:1][C:2]1[S:6][C:5]([C:7]2[CH:13]=[CH:12][CH:11]=[C:9]([NH2:10])[C:8]=2[NH2:14])=[CH:4][CH:3]=1. Given the reactants [CH3:1][C:2]1[S:6][C:5]([C:7]2[C:8]([N+:14]([O-])=O)=[C:9]([CH:11]=[CH:12][CH:13]=2)[NH2:10])=[CH:4][CH:3]=1.[NH4+].[Cl-], predict the reaction product. (2) Given the reactants [Br:1][C:2]1[CH:3]=[C:4]([C:8]2[CH2:14][CH2:13][CH2:12][CH2:11][CH2:10][CH:9]=2)[CH:5]=[CH:6][CH:7]=1.C([O-])(O)=[O:16].[Na+], predict the reaction product. The product is: [Br:1][C:2]1[CH:3]=[C:4]([C:8]23[O:16][CH:14]2[CH2:13][CH2:12][CH2:11][CH2:10][CH2:9]3)[CH:5]=[CH:6][CH:7]=1. (3) Given the reactants [N:1]1[CH:6]=[CH:5][CH:4]=[C:3]([CH2:7][CH2:8][C:9]([NH2:11])=[O:10])[CH:2]=1.[CH3:12][C:13]([CH:16]=O)([CH3:15])[CH3:14].[NH:18]1[C:22]2[CH:23]=[CH:24][CH:25]=[CH:26][C:21]=2[N:20]=[N:19]1.C1(C)C=CC(S(O)(=O)=O)=CC=1, predict the reaction product. The product is: [N:18]1([CH:16]([NH:11][C:9](=[O:10])[CH2:8][CH2:7][C:3]2[CH:2]=[N:1][CH:6]=[CH:5][CH:4]=2)[C:13]([CH3:14])([CH3:15])[CH3:12])[C:22]2[CH:23]=[CH:24][CH:25]=[CH:26][C:21]=2[N:20]=[N:19]1. (4) Given the reactants [Cl:1][C:2]1[CH:3]=[C:4]([C:12]2[O:16][N:15]=[C:14]([C:17]3[C:18]([CH3:27])=[C:19]4[C:24](=[CH:25][CH:26]=3)[CH2:23][NH:22][CH2:21][CH2:20]4)[N:13]=2)[CH:5]=[N:6][C:7]=1[O:8][CH:9]([CH3:11])[CH3:10].[CH3:28][C:29]1([CH3:36])[O:34][CH2:33][C:32](=O)[CH2:31][O:30]1.C(O[BH-](OC(=O)C)OC(=O)C)(=O)C.[Na+], predict the reaction product. The product is: [Cl:1][C:2]1[CH:3]=[C:4]([C:12]2[O:16][N:15]=[C:14]([C:17]3[C:18]([CH3:27])=[C:19]4[C:24](=[CH:25][CH:26]=3)[CH2:23][N:22]([CH:32]3[CH2:33][O:34][C:29]([CH3:36])([CH3:28])[O:30][CH2:31]3)[CH2:21][CH2:20]4)[N:13]=2)[CH:5]=[N:6][C:7]=1[O:8][CH:9]([CH3:10])[CH3:11]. (5) Given the reactants [S:1]([OH:5])([OH:4])(=[O:3])=[O:2].[F:6][C:7]1[CH:8]=[C:9]([NH:18][C:19]([C@@H:21]2[N:30]([C:31]([C@@H:33]3[CH2:36][C@H:35]([CH2:37][C:38]([OH:40])=[O:39])[CH2:34]3)=[O:32])[CH2:29][CH2:28][C:27]3[N:26]=[C:25]([O:41][CH3:42])[CH:24]=[CH:23][C:22]2=3)=[O:20])[CH:10]=[C:11]2[C:15]=1[C:14]([CH3:17])([CH3:16])[CH2:13][CH2:12]2, predict the reaction product. The product is: [OH2:2].[S:1]([OH:5])([OH:4])(=[O:3])=[O:2].[F:6][C:7]1[CH:8]=[C:9]([NH:18][C:19]([C@@H:21]2[N:30]([C:31]([C@@H:33]3[CH2:36][C@H:35]([CH2:37][C:38]([OH:40])=[O:39])[CH2:34]3)=[O:32])[CH2:29][CH2:28][C:27]3[N:26]=[C:25]([O:41][CH3:42])[CH:24]=[CH:23][C:22]2=3)=[O:20])[CH:10]=[C:11]2[C:15]=1[C:14]([CH3:17])([CH3:16])[CH2:13][CH2:12]2.[F:6][C:7]1[CH:8]=[C:9]([NH:18][C:19]([C@@H:21]2[N:30]([C:31]([C@@H:33]3[CH2:36][C@H:35]([CH2:37][C:38]([OH:40])=[O:39])[CH2:34]3)=[O:32])[CH2:29][CH2:28][C:27]3[N:26]=[C:25]([O:41][CH3:42])[CH:24]=[CH:23][C:22]2=3)=[O:20])[CH:10]=[C:11]2[C:15]=1[C:14]([CH3:17])([CH3:16])[CH2:13][CH2:12]2.[S:1]([OH:5])([OH:4])(=[O:3])=[O:2]. (6) Given the reactants [Cl:1][C:2]1[CH:7]=[C:6]([O:8][CH3:9])[CH:5]=[C:4]([O:10]C)[C:3]=1[C:12]([CH:14]1[CH2:16][CH2:15]1)=[O:13].C(=O)=O.CC(C)=O.B(Br)(Br)Br.C(Cl)Cl.CO, predict the reaction product. The product is: [Cl:1][C:2]1[CH:7]=[C:6]([O:8][CH3:9])[CH:5]=[C:4]([OH:10])[C:3]=1[C:12]([CH:14]1[CH2:16][CH2:15]1)=[O:13].